This data is from NCI-60 drug combinations with 297,098 pairs across 59 cell lines. The task is: Regression. Given two drug SMILES strings and cell line genomic features, predict the synergy score measuring deviation from expected non-interaction effect. (1) Drug 1: CCCCCOC(=O)NC1=NC(=O)N(C=C1F)C2C(C(C(O2)C)O)O. Drug 2: N.N.Cl[Pt+2]Cl. Cell line: RPMI-8226. Synergy scores: CSS=50.8, Synergy_ZIP=-1.42, Synergy_Bliss=-0.497, Synergy_Loewe=3.16, Synergy_HSA=3.60. (2) Drug 1: CC(CN1CC(=O)NC(=O)C1)N2CC(=O)NC(=O)C2. Drug 2: COC1=NC(=NC2=C1N=CN2C3C(C(C(O3)CO)O)O)N. Cell line: ACHN. Synergy scores: CSS=35.3, Synergy_ZIP=0.665, Synergy_Bliss=5.87, Synergy_Loewe=3.56, Synergy_HSA=7.47. (3) Drug 1: CC1=C2C(C(=O)C3(C(CC4C(C3C(C(C2(C)C)(CC1OC(=O)C(C(C5=CC=CC=C5)NC(=O)OC(C)(C)C)O)O)OC(=O)C6=CC=CC=C6)(CO4)OC(=O)C)OC)C)OC. Drug 2: C1=NC2=C(N1)C(=S)N=CN2. Cell line: ACHN. Synergy scores: CSS=29.1, Synergy_ZIP=-5.41, Synergy_Bliss=-6.51, Synergy_Loewe=-11.9, Synergy_HSA=-3.19. (4) Cell line: SR. Drug 1: C1CC(=O)NC(=O)C1N2CC3=C(C2=O)C=CC=C3N. Synergy scores: CSS=44.3, Synergy_ZIP=2.52, Synergy_Bliss=-3.53, Synergy_Loewe=0.824, Synergy_HSA=0.988. Drug 2: C(CN)CNCCSP(=O)(O)O. (5) Drug 1: CC1C(C(CC(O1)OC2CC(CC3=C2C(=C4C(=C3O)C(=O)C5=C(C4=O)C(=CC=C5)OC)O)(C(=O)C)O)N)O.Cl. Drug 2: C1=NC2=C(N1)C(=S)N=C(N2)N. Cell line: UO-31. Synergy scores: CSS=30.9, Synergy_ZIP=-4.73, Synergy_Bliss=-5.04, Synergy_Loewe=-2.43, Synergy_HSA=-1.06. (6) Drug 1: C1=CC(=CC=C1CC(C(=O)O)N)N(CCCl)CCCl.Cl. Drug 2: C1=CC(=CC=C1C#N)C(C2=CC=C(C=C2)C#N)N3C=NC=N3. Cell line: 786-0. Synergy scores: CSS=23.6, Synergy_ZIP=-5.83, Synergy_Bliss=-3.50, Synergy_Loewe=-4.23, Synergy_HSA=-4.82. (7) Synergy scores: CSS=21.4, Synergy_ZIP=0.430, Synergy_Bliss=3.55, Synergy_Loewe=-14.9, Synergy_HSA=2.09. Drug 1: CC(C1=C(C=CC(=C1Cl)F)Cl)OC2=C(N=CC(=C2)C3=CN(N=C3)C4CCNCC4)N. Cell line: TK-10. Drug 2: CN(CC1=CN=C2C(=N1)C(=NC(=N2)N)N)C3=CC=C(C=C3)C(=O)NC(CCC(=O)O)C(=O)O.